From a dataset of Peptide-MHC class I binding affinity with 185,985 pairs from IEDB/IMGT. Regression. Given a peptide amino acid sequence and an MHC pseudo amino acid sequence, predict their binding affinity value. This is MHC class I binding data. (1) The peptide sequence is TTMFGGVSW. The MHC is HLA-B58:01 with pseudo-sequence HLA-B58:01. The binding affinity (normalized) is 0.998. (2) The peptide sequence is LYHDSQNML. The MHC is HLA-A30:02 with pseudo-sequence HLA-A30:02. The binding affinity (normalized) is 0.